Task: Regression. Given a peptide amino acid sequence and an MHC pseudo amino acid sequence, predict their binding affinity value. This is MHC class I binding data.. Dataset: Peptide-MHC class I binding affinity with 185,985 pairs from IEDB/IMGT (1) The peptide sequence is TWEAWWTEYW. The MHC is HLA-B51:01 with pseudo-sequence HLA-B51:01. The binding affinity (normalized) is 0.141. (2) The peptide sequence is VPSGDVVRF. The MHC is HLA-B15:01 with pseudo-sequence HLA-B15:01. The binding affinity (normalized) is 0.0847. (3) The peptide sequence is TQVKELGIAI. The MHC is HLA-A02:01 with pseudo-sequence HLA-A02:01. The binding affinity (normalized) is 0.309.